Dataset: Full USPTO retrosynthesis dataset with 1.9M reactions from patents (1976-2016). Task: Predict the reactants needed to synthesize the given product. (1) Given the product [CH3:13][C:12]1[N:35]=[C:34]2[NH:45][C:46](=[O:48])[NH:47][C:33]2=[C:10]([CH2:9][C:4]2[CH:5]=[CH:6][CH:7]=[CH:8][N:3]=2)[CH:11]=1, predict the reactants needed to synthesize it. The reactants are: [OH-].[K+].[N:3]1[CH:8]=[CH:7][CH:6]=[CH:5][C:4]=1[CH2:9][C:10](=O)[CH2:11][C:12](=O)[CH3:13].C(O)(=O)C.C(O)(=O)C.IC1C=CC=CC=1.CC1C=C(CC2C=CC=CN=2)[N:35]=[C:34]2[NH:45][C:46](=[O:48])[NH:47][C:33]=12. (2) Given the product [C:31]([NH:32][CH2:33][C:34]1[CH:39]=[C:38]([C:9]2[CH:8]=[CH:7][C:3]([C:4]([NH2:6])=[O:5])=[C:2]([O:25][C:22]3[CH:21]=[CH:20][C:19]([O:12][C:13]4[CH:18]=[CH:17][CH:16]=[CH:15][CH:14]=4)=[CH:24][CH:23]=3)[N:10]=2)[CH:37]=[N:36][CH:35]=1)(=[O:49])[CH:50]=[CH2:51], predict the reactants needed to synthesize it. The reactants are: Cl[C:2]1[N:10]=[C:9](Cl)[CH:8]=[CH:7][C:3]=1[C:4]([NH2:6])=[O:5].[O:12]([C:19]1[CH:24]=[CH:23][C:22]([OH:25])=[CH:21][CH:20]=1)[C:13]1[CH:18]=[CH:17][CH:16]=[CH:15][CH:14]=1.C(O[C:31](=[O:49])[NH:32][CH2:33][C:34]1[CH:35]=[N:36][CH:37]=[C:38](B2OC(C)(C)C(C)(C)O2)[CH:39]=1)(C)(C)C.[C:50](Cl)(=O)[CH:51]=C.